From a dataset of Full USPTO retrosynthesis dataset with 1.9M reactions from patents (1976-2016). Predict the reactants needed to synthesize the given product. (1) Given the product [Br:1][C:2]1[CH:7]=[CH:6][C:5]([C:8]2[CH:9]=[C:10]([C:12]3[S:13][CH:14]=[CH:15][CH:16]=3)[NH:38][C:36](=[S:37])[C:35]=2[C:33]#[N:34])=[CH:4][CH:3]=1, predict the reactants needed to synthesize it. The reactants are: [Br:1][C:2]1[CH:7]=[CH:6][C:5](/[CH:8]=[CH:9]/[C:10]([C:12]2[S:13][CH:14]=[CH:15][CH:16]=2)=O)=[CH:4][CH:3]=1.C1(C=CC(C2C=CC=CC=2)=O)C=CC=CC=1.[C:33]([CH2:35][C:36]([NH2:38])=[S:37])#[N:34]. (2) Given the product [C:27]([O:26][C:25](=[O:31])[NH:24][CH2:23][C:21]1[O:20][N:19]=[C:18]([C@@H:13]2[CH2:12][CH2:11][C@@H:10]3[CH2:17][N:14]2[C:15](=[O:16])[N:9]3[OH:8])[CH:22]=1)([CH3:30])([CH3:28])[CH3:29], predict the reactants needed to synthesize it. The reactants are: C([O:8][N:9]1[C:15](=[O:16])[N:14]2[CH2:17][C@H:10]1[CH2:11][CH2:12][C@H:13]2[C:18]1[CH:22]=[C:21]([CH2:23][NH:24][C:25](=[O:31])[O:26][C:27]([CH3:30])([CH3:29])[CH3:28])[O:20][N:19]=1)C1C=CC=CC=1. (3) The reactants are: [F:1][C:2]1[CH:7]=[CH:6][C:5]([C:8]2[C:12]([C:13]3[N:14]=[CH:15][NH:16][CH:17]=3)=[C:11]([C:18]([F:21])([F:20])[F:19])[O:10][N:9]=2)=[CH:4][CH:3]=1.F[C:23]1[CH:32]=[CH:31][C:26]([C:27]([O:29]C)=[O:28])=[CH:25][CH:24]=1. Given the product [F:1][C:2]1[CH:7]=[CH:6][C:5]([C:8]2[C:12]([C:13]3[N:14]=[CH:15][N:16]([C:23]4[CH:32]=[CH:31][C:26]([C:27]([OH:29])=[O:28])=[CH:25][CH:24]=4)[CH:17]=3)=[C:11]([C:18]([F:21])([F:19])[F:20])[O:10][N:9]=2)=[CH:4][CH:3]=1, predict the reactants needed to synthesize it. (4) Given the product [C:28]([C:25]1([C:21]2[CH:20]=[C:19]([CH:24]=[CH:23][CH:22]=2)[C:18]([NH:17][C:13]2[CH:12]=[C:11]([CH:16]=[CH:15][CH:14]=2)[O:10][C:7]2[CH:8]=[CH:9][C:4]3[N:5]([CH:31]=[C:2]([NH:1][C:38]([C:36]4[CH:37]=[N:32][CH:33]=[N:34][CH:35]=4)=[O:39])[N:3]=3)[N:6]=2)=[O:30])[CH2:27][CH2:26]1)#[N:29], predict the reactants needed to synthesize it. The reactants are: [NH2:1][C:2]1[N:3]=[C:4]2[CH:9]=[CH:8][C:7]([O:10][C:11]3[CH:12]=[C:13]([NH:17][C:18](=[O:30])[C:19]4[CH:24]=[CH:23][CH:22]=[C:21]([C:25]5([C:28]#[N:29])[CH2:27][CH2:26]5)[CH:20]=4)[CH:14]=[CH:15][CH:16]=3)=[N:6][N:5]2[CH:31]=1.[N:32]1[CH:37]=[C:36]([C:38](O)=[O:39])[CH:35]=[N:34][CH:33]=1.Cl.CN(C)CCCN=C=NCC.ON1C2C=CC=CC=2N=N1.C(N(CC)CC)C. (5) Given the product [CH3:8][S:7]([C:1]1[CH:6]=[CH:5][CH:4]=[CH:3][CH:2]=1)=[O:13], predict the reactants needed to synthesize it. The reactants are: [C:1]1([S:7][CH3:8])[CH:6]=[CH:5][CH:4]=[CH:3][CH:2]=1.OO.C(OCC)(=[O:13])C. (6) Given the product [OH:1][C:2]1[CH:7]=[CH:6][C:5]([CH2:8][C:9]([NH:11][C@H:12]2[CH2:17][CH2:16][C@@H:15]([CH2:18][CH2:19][CH:20]([CH3:21])[CH3:22])[CH2:14][CH2:13]2)=[O:10])=[CH:4][C:3]=1[O:23][CH3:24], predict the reactants needed to synthesize it. The reactants are: [OH:1][C:2]1[CH:7]=[CH:6][C:5]([CH2:8][C:9]([NH:11][C@H:12]2[CH2:17][CH2:16][C@@H:15]([CH2:18][CH:19]=[C:20]([CH3:22])[CH3:21])[CH2:14][CH2:13]2)=[O:10])=[CH:4][C:3]=1[O:23][CH3:24].